From a dataset of Reaction yield outcomes from USPTO patents with 853,638 reactions. Predict the reaction yield, written as a fraction of the theoretical maximum amount of product (1.0 means a 100% yield; for example, 0.34 means a 34% yield). (1) The reactants are [Br:1][C:2]1[C:7]2[N:8]([CH3:14])[C:9]([C@@H:11]([NH2:13])[CH3:12])=[N:10][C:6]=2[CH:5]=[CH:4][C:3]=1[F:15].Cl[C:17]1[N:25]=[CH:24][N:23]=[C:22]2[C:18]=1[N:19]=[CH:20][N:21]2C1CCCCO1.CCN(C(C)C)C(C)C.Cl.O1CCOCC1. The catalyst is CC(O)C. The product is [Br:1][C:2]1[C:7]2[N:8]([CH3:14])[C:9]([C@@H:11]([NH:13][C:17]3[N:25]=[CH:24][N:23]=[C:22]4[C:18]=3[N:19]=[CH:20][NH:21]4)[CH3:12])=[N:10][C:6]=2[CH:5]=[CH:4][C:3]=1[F:15]. The yield is 0.630. (2) The reactants are C([O:3][C:4](=O)[CH:5]=[CH:6][C@@H:7]([CH3:50])[C@H:8]([O:40][CH2:41][C:42]1[CH:47]=[CH:46][C:45]([O:48][CH3:49])=[CH:44][CH:43]=1)[CH2:9][C@@H:10]([O:30][CH2:31][C:32]1[CH:37]=[CH:36][C:35]([O:38][CH3:39])=[CH:34][CH:33]=1)[CH2:11][O:12][Si:13]([C:26]([CH3:29])([CH3:28])[CH3:27])([C:20]1[CH:25]=[CH:24][CH:23]=[CH:22][CH:21]=1)[C:14]1[CH:19]=[CH:18][CH:17]=[CH:16][CH:15]=1)C. The catalyst is C(Cl)Cl.C1(C)C=CC=CC=1. The product is [Si:13]([O:12][CH2:11][C@H:10]([O:30][CH2:31][C:32]1[CH:33]=[CH:34][C:35]([O:38][CH3:39])=[CH:36][CH:37]=1)[CH2:9][C@@H:8]([O:40][CH2:41][C:42]1[CH:47]=[CH:46][C:45]([O:48][CH3:49])=[CH:44][CH:43]=1)[C@H:7]([CH3:50])[CH:6]=[CH:5][CH2:4][OH:3])([C:26]([CH3:29])([CH3:27])[CH3:28])([C:14]1[CH:19]=[CH:18][CH:17]=[CH:16][CH:15]=1)[C:20]1[CH:21]=[CH:22][CH:23]=[CH:24][CH:25]=1. The yield is 0.800. (3) The reactants are [O:1]=[C:2]1[CH:7]([N:8]2[C:16](=[O:17])[C:15]3[C:10](=[CH:11][CH:12]=[CH:13][C:14]=3[NH:18][CH2:19][C:20]([OH:22])=O)[C:9]2=[O:23])[CH2:6][CH2:5]C(=O)[NH:3]1.CI.[C:27](=[O:30])([O-])[O-].[K+].[K+].[CH3:33][N:34](C=O)C. The catalyst is C(Cl)Cl. The product is [O:1]=[C:2]1[CH:7]([N:8]2[C:16](=[O:17])[C:15]3[C:10](=[CH:11][CH:12]=[CH:13][C:14]=3[NH:18][CH2:19][C:20]([NH:34][CH3:33])=[O:22])[C:9]2=[O:23])[CH2:6][CH2:5][C:27](=[O:30])[NH:3]1. The yield is 0.610. (4) The reactants are [CH3:1][O:2][C:3](=[O:8])[C@H:4]([CH2:6][OH:7])[NH2:5].C(N(CC)CC)C.[CH3:16][O:17][C:18]1[CH:23]=[CH:22][C:21]([S:24](Cl)(=[O:26])=[O:25])=[CH:20][CH:19]=1. The catalyst is ClCCl. The product is [CH3:1][O:2][C:3](=[O:8])[CH:4]([NH:5][S:24]([C:21]1[CH:20]=[CH:19][C:18]([O:17][CH3:16])=[CH:23][CH:22]=1)(=[O:26])=[O:25])[CH2:6][OH:7]. The yield is 0.540. (5) The reactants are [CH3:1][O:2][C:3]([C:5]1[CH:10]=[CH:9][C:8]([C:11]2[C:12]([CH3:55])([CH3:54])[C@H:13]3[C@:26]([CH3:29])([CH2:27][CH:28]=2)[C@@H:25]2[C@:16]([CH3:53])([C@@:17]4([CH3:52])[C@H:22]([CH2:23][CH2:24]2)[C@H:21]2[C@H:30]([C:33]([CH3:35])=[CH2:34])[CH2:31][CH2:32][C@:20]2([NH:36][CH2:37][CH2:38][N:39]2[CH2:44][CH2:43][N:42](C(OC(C)(C)C)=O)[CH2:41][CH2:40]2)[CH2:19][CH2:18]4)[CH2:15][CH2:14]3)=[CH:7][CH:6]=1)=[O:4].[ClH:56]. The catalyst is C1COCC1. The product is [ClH:56].[CH3:52][C@:17]12[C@@:16]3([CH3:53])[C@@H:25]([C@:26]4([CH3:29])[C@@H:13]([CH2:14][CH2:15]3)[C:12]([CH3:54])([CH3:55])[C:11]([C:8]3[CH:9]=[CH:10][C:5]([C:3]([O:2][CH3:1])=[O:4])=[CH:6][CH:7]=3)=[CH:28][CH2:27]4)[CH2:24][CH2:23][C@@H:22]1[C@H:21]1[C@H:30]([C:33]([CH3:35])=[CH2:34])[CH2:31][CH2:32][C@:20]1([NH:36][CH2:37][CH2:38][N:39]1[CH2:40][CH2:41][NH:42][CH2:43][CH2:44]1)[CH2:19][CH2:18]2. The yield is 0.870. (6) The reactants are [C:1]1([C@@H:7]([N@:9]2[CH2:11][CH:10]2[CH2:12][OH:13])[CH3:8])[CH:6]=[CH:5][CH:4]=[CH:3][CH:2]=1.CS(C)=O.C(Cl)(=O)C(Cl)=O.CCN(C(C)C)C(C)C. The catalyst is C(Cl)Cl. The product is [C:1]1([C@@H:7]([N@:9]2[CH2:11][CH:10]2[CH:12]=[O:13])[CH3:8])[CH:2]=[CH:3][CH:4]=[CH:5][CH:6]=1. The yield is 0.810.